From a dataset of Human liver microsome stability data. Regression/Classification. Given a drug SMILES string, predict its absorption, distribution, metabolism, or excretion properties. Task type varies by dataset: regression for continuous measurements (e.g., permeability, clearance, half-life) or binary classification for categorical outcomes (e.g., BBB penetration, CYP inhibition). Dataset: hlm. (1) The compound is CCOC(=O)c1cc(-c2coc(Nc3ccc(C)cc3)n2)on1. The result is 1 (stable in human liver microsomes). (2) The molecule is O=C(Oc1cccc(N2CCS(=O)(=O)CC2)c1)N1CCN(Cc2cccc(Oc3ccccc3)c2)CC1. The result is 1 (stable in human liver microsomes). (3) The drug is CC(O)(CSc1cccc(C(F)(F)F)c1)C(=O)Nc1ccc([N+](=O)[O-])c(C(F)(F)F)c1. The result is 1 (stable in human liver microsomes). (4) The result is 0 (unstable in human liver microsomes). The molecule is CCN(C(=O)Nc1ccc(N(C)C)cc1)C1Cc2ccc(SC(C)(C)C(=O)O)cc2C1. (5) The drug is Cc1c(Cl)c(-c2cccc3cc[nH]c23)cc2c1NC(C)(C)[C@H](O)[C@H]2C. The result is 1 (stable in human liver microsomes).